Dataset: Reaction yield outcomes from USPTO patents with 853,638 reactions. Task: Predict the reaction yield, written as a fraction of the theoretical maximum amount of product (1.0 means a 100% yield; for example, 0.34 means a 34% yield). (1) The reactants are [CH3:1][N:2]1[CH2:9][CH:8]2[CH:4]([CH2:5][N:6]([C:10]3[O:14][N:13]=[C:12]([C:15]4[CH:20]=[CH:19][CH:18]=[CH:17][CH:16]=4)[CH:11]=3)[CH2:7]2)[CH2:3]1.[C:21]([OH:28])(=[O:27])/[CH:22]=[CH:23]/[C:24]([OH:26])=[O:25]. The catalyst is CO.C(OCC)C. The product is [C:21]([OH:28])(=[O:27])/[CH:22]=[CH:23]/[C:24]([OH:26])=[O:25].[CH3:1][N:2]1[CH2:3][CH:4]2[CH:8]([CH2:7][N:6]([C:10]3[O:14][N:13]=[C:12]([C:15]4[CH:16]=[CH:17][CH:18]=[CH:19][CH:20]=4)[CH:11]=3)[CH2:5]2)[CH2:9]1. The yield is 0.870. (2) The catalyst is C(OCC)(=O)C. The yield is 0.600. The product is [CH3:1][N:2]1[CH:6]=[CH:5][CH:4]=[C:3]1[CH2:7][NH:8][C:10]([NH:9][CH2:12][CH2:13][C:14]1[CH:19]=[CH:18][CH:17]=[CH:16][CH:15]=1)=[S:11]. The reactants are [CH3:1][N:2]1[CH:6]=[CH:5][CH:4]=[C:3]1[CH2:7][NH2:8].[N:9]([CH2:12][CH2:13][C:14]1[CH:19]=[CH:18][CH:17]=[CH:16][CH:15]=1)=[C:10]=[S:11]. (3) The reactants are [C:1]([C:3]1[CH:8]=[CH:7][C:6](Br)=[CH:5][C:4]=1[F:10])#[N:2].[NH:11]1[C:19]2[C:14](=[CH:15][CH:16]=[CH:17][CH:18]=2)[C:13]2([CH:23](B(O)O)[CH2:22][CH2:21][CH2:20]2)[C:12]1=[O:27].C(=O)([O-])[O-].[Na+].[Na+].[OH-].[Na+]. The catalyst is COCCOC.O.C1C=CC([P]([Pd]([P](C2C=CC=CC=2)(C2C=CC=CC=2)C2C=CC=CC=2)([P](C2C=CC=CC=2)(C2C=CC=CC=2)C2C=CC=CC=2)[P](C2C=CC=CC=2)(C2C=CC=CC=2)C2C=CC=CC=2)(C2C=CC=CC=2)C2C=CC=CC=2)=CC=1. The product is [C:1]([C:3]1[CH:8]=[CH:7][C:6]([C:16]2[CH:15]=[C:14]3[C:19](=[CH:18][CH:17]=2)[NH:11][C:12](=[O:27])[C:13]23[CH2:23][CH2:22][CH2:21][CH2:20]2)=[CH:5][C:4]=1[F:10])#[N:2]. The yield is 0.360. (4) The reactants are [CH3:1][C:2]12[C:8]([CH3:10])([CH3:9])[C:5]([C:11]([O:13][CH2:14][C@H:15]3[C@@H:17]([CH2:18][O:19][CH3:20])[C@@:16]3([CH3:35])[C:21]3[CH:30]=[CH:29][C:28]4[C:27]([CH3:32])([CH3:31])[CH2:26][CH2:25][C:24]([CH3:34])([CH3:33])[C:23]=4[CH:22]=3)=[O:12])([CH2:6][CH2:7]1)[O:4][C:3]2=[O:36].[CH3:37][C:38]12[C:44]([CH3:46])([CH3:45])[C:41]([C:47]([O:49][CH2:50][C@@H:51]3[C@H:53]([CH2:54][O:55][CH3:56])[C@:52]3([CH3:71])[C:57]3[CH:66]=[CH:65][C:64]4[C:63]([CH3:68])([CH3:67])[CH2:62][CH2:61][C:60]([CH3:70])([CH3:69])[C:59]=4[CH:58]=3)=[O:48])([CH2:42][CH2:43]1)[O:40][C:39]2=[O:72].[CH2:73](OCC1[C@H](CO)C1(C)C1C=CC2C(C)(C)CCC(C)(C)C=2C=1)C. No catalyst specified. The product is [CH3:1][C:2]12[C:8]([CH3:9])([CH3:10])[C:5]([C:11]([O:13][CH2:14][C@H:15]3[C@@H:17]([CH2:18][O:19][CH2:20][CH3:37])[C@@:16]3([CH3:35])[C:21]3[CH:30]=[CH:29][C:28]4[C:27]([CH3:32])([CH3:31])[CH2:26][CH2:25][C:24]([CH3:34])([CH3:33])[C:23]=4[CH:22]=3)=[O:12])([CH2:6][CH2:7]1)[O:4][C:3]2=[O:36].[CH3:37][C:38]12[C:44]([CH3:45])([CH3:46])[C:41]([C:47]([O:49][CH2:50][C@@H:51]3[C@H:53]([CH2:54][O:55][CH2:56][CH3:73])[C@:52]3([CH3:71])[C:57]3[CH:66]=[CH:65][C:64]4[C:63]([CH3:68])([CH3:67])[CH2:62][CH2:61][C:60]([CH3:70])([CH3:69])[C:59]=4[CH:58]=3)=[O:48])([CH2:42][CH2:43]1)[O:40][C:39]2=[O:72]. The yield is 0.500. (5) The reactants are [F:1][C:2]1[C:3]([NH2:17])=[N:4][C:5]([O:8][CH2:9][C:10]2[CH:15]=[CH:14][C:13]([F:16])=[CH:12][CH:11]=2)=[N:6][CH:7]=1.[C:18](=[O:21])(O)[O-].[Na+].[C:23](Cl)(Cl)=[S:24].[CH:27](Cl)(Cl)Cl. The catalyst is O. The product is [F:1][C:2]1[C:3]([NH:17][C:23](=[S:24])[O:21][CH2:18][CH3:27])=[N:4][C:5]([O:8][CH2:9][C:10]2[CH:11]=[CH:12][C:13]([F:16])=[CH:14][CH:15]=2)=[N:6][CH:7]=1. The yield is 0.110. (6) The reactants are [Br:1][C:2]1[CH:9]=[CH:8][C:5]([C:6]#[N:7])=[C:4]([F:10])[CH:3]=1.C(O)(C(F)(F)F)=[O:12].S(=O)(=O)(O)O. No catalyst specified. The product is [Br:1][C:2]1[CH:9]=[CH:8][C:5]([C:6]([NH2:7])=[O:12])=[C:4]([F:10])[CH:3]=1. The yield is 0.870.